Dataset: Forward reaction prediction with 1.9M reactions from USPTO patents (1976-2016). Task: Predict the product of the given reaction. (1) Given the reactants [Br:1][C:2]1[CH:3]=[CH:4][C:5]([F:13])=[C:6]([C:8](=O)[CH:9]([F:11])[F:10])[CH:7]=1.[C:14]([S@@:18]([NH2:20])=[O:19])([CH3:17])([CH3:16])[CH3:15], predict the reaction product. The product is: [Br:1][C:2]1[CH:3]=[CH:4][C:5]([F:13])=[C:6](/[C:8](=[N:20]/[S:18]([C:14]([CH3:17])([CH3:16])[CH3:15])=[O:19])/[CH:9]([F:11])[F:10])[CH:7]=1. (2) Given the reactants Br[C:2]1[C:6]2[CH:7]=[C:8]([CH2:11][OH:12])[CH:9]=[CH:10][C:5]=2[S:4][CH:3]=1.[CH3:13][C:14]1[CH:19]=[CH:18][CH:17]=[C:16]([CH3:20])[C:15]=1B(O)O.C([O-])([O-])=O.[Cs+].[Cs+], predict the reaction product. The product is: [OH:12][CH2:11][C:8]1[CH:9]=[CH:10][C:5]2[S:4][CH:3]=[C:2]([C:15]3[C:16]([CH3:20])=[CH:17][CH:18]=[CH:19][C:14]=3[CH3:13])[C:6]=2[CH:7]=1. (3) Given the reactants [CH3:1][C:2]1[C:6]2[CH:7]=[C:8]([C:11]([O:13]C)=[O:12])[CH:9]=[CH:10][C:5]=2[O:4][CH:3]=1.[OH-].[Na+], predict the reaction product. The product is: [CH3:1][C:2]1[C:6]2[CH:7]=[C:8]([C:11]([OH:13])=[O:12])[CH:9]=[CH:10][C:5]=2[O:4][CH:3]=1. (4) Given the reactants [Br:1][C:2]1[CH:7]=[C:6]([Cl:8])[CH:5]=[CH:4][C:3]=1[CH2:9][OH:10].[Cl:11][C:12]1[CH:17]=[C:16](CCl)[N:15]=[C:14]([NH2:20])[N:13]=1.C([O-])([O-])=O.[K+].[K+], predict the reaction product. The product is: [Br:1][C:2]1[CH:7]=[C:6]([Cl:8])[CH:5]=[CH:4][C:3]=1[CH2:9][O:10][C:16]1[CH:17]=[C:12]([Cl:11])[N:13]=[C:14]([NH2:20])[N:15]=1. (5) Given the reactants Br[C:2]1[CH:3]=[N:4][C:5]([O:8][C@@H:9]2[CH:14]3[CH2:15][CH2:16][N:11]([CH2:12][CH2:13]3)[CH2:10]2)=[N:6][CH:7]=1.CC1(C)C(C)(C)OB([C:25]2[CH:30]=[CH:29][C:28]([NH:31][C:32](=[O:38])[O:33][C:34]([CH3:37])([CH3:36])[CH3:35])=[CH:27][CH:26]=2)O1, predict the reaction product. The product is: [N:11]12[CH2:16][CH2:15][CH:14]([CH2:13][CH2:12]1)[C@@H:9]([O:8][C:5]1[N:4]=[CH:3][C:2]([C:25]3[CH:26]=[CH:27][C:28]([NH:31][C:32](=[O:38])[O:33][C:34]([CH3:36])([CH3:35])[CH3:37])=[CH:29][CH:30]=3)=[CH:7][N:6]=1)[CH2:10]2. (6) Given the reactants C([O:8][C:9]1[CH:14]=[CH:13][C:12]([NH:15][C:16]([C:18]2[CH:23]=[CH:22][CH:21]=[CH:20][N:19]=2)=[O:17])=[CH:11][CH:10]=1)C1C=CC=CC=1, predict the reaction product. The product is: [OH:8][C:9]1[CH:10]=[CH:11][C:12]([NH:15][C:16]([C:18]2[CH:23]=[CH:22][CH:21]=[CH:20][N:19]=2)=[O:17])=[CH:13][CH:14]=1. (7) Given the reactants Cl[C:2]1[CH:7]=[C:6]([C:8]2[N:13]=[C:12]([N:14]3[CH2:19][CH2:18][O:17][C@@H:16]([C:20]4[CH:25]=[C:24]([C:26]#[N:27])[CH:23]=[CH:22][C:21]=4[O:28][CH3:29])[CH2:15]3)[N:11]([CH3:30])[C:10](=[O:31])[CH:9]=2)[CH:5]=[CH:4][N:3]=1.[NH:32](CCO)[CH2:33]CO, predict the reaction product. The product is: [C:26]([C:24]1[CH:23]=[CH:22][C:21]([O:28][CH3:29])=[C:20]([C@@H:16]2[O:17][CH2:18][CH2:19][N:14]([C:12]3[N:11]([CH3:30])[C:10](=[O:31])[CH:9]=[C:8]([C:6]4[CH:5]=[CH:4][N:3]=[C:2]([NH:32][CH3:33])[CH:7]=4)[N:13]=3)[CH2:15]2)[CH:25]=1)#[N:27].